Dataset: Catalyst prediction with 721,799 reactions and 888 catalyst types from USPTO. Task: Predict which catalyst facilitates the given reaction. (1) Reactant: [CH2:1]([O:8][C:9]1[CH:10]=[C:11]([C:15]([OH:27])([C:21]2[CH:26]=[CH:25][CH:24]=[CH:23][CH:22]=2)[C:16]([O:18]CC)=[O:17])[CH:12]=[CH:13][CH:14]=1)[C:2]1[CH:7]=[CH:6][CH:5]=[CH:4][CH:3]=1.[OH-].[Na+]. Product: [CH2:1]([O:8][C:9]1[CH:10]=[C:11]([C:15]([OH:27])([C:21]2[CH:22]=[CH:23][CH:24]=[CH:25][CH:26]=2)[C:16]([OH:18])=[O:17])[CH:12]=[CH:13][CH:14]=1)[C:2]1[CH:3]=[CH:4][CH:5]=[CH:6][CH:7]=1. The catalyst class is: 1. (2) Reactant: [F:1][C:2]1[CH:7]=[CH:6][C:5]([S:8]([C:11]2[CH:16]=[C:15]([OH:17])[CH:14]=[CH:13][C:12]=2[OH:18])(=[O:10])=[O:9])=[CH:4][CH:3]=1.[H-].[Na+].Cl[C:22]1[C:27]([CH3:28])=[CH:26][C:25]([N+:29]([O-:31])=[O:30])=[CH:24][C:23]=1[CH3:32]. Product: [CH3:28][C:27]1[CH:26]=[C:25]([N+:29]([O-:31])=[O:30])[CH:24]=[C:23]([CH3:32])[C:22]=1[O:17][C:15]1[CH:14]=[CH:13][C:12]([OH:18])=[C:11]([S:8]([C:5]2[CH:6]=[CH:7][C:2]([F:1])=[CH:3][CH:4]=2)(=[O:10])=[O:9])[CH:16]=1. The catalyst class is: 37. (3) Reactant: [NH2:1][C:2]1[N:10]=[CH:9][N:8]=[C:7]2[C:3]=1[N:4]=[CH:5][N:6]2[C@H:11]1[C@@H:15]2[O:16]C(C)(C)[O:18][C@@H:14]2[C@@H:13]([CH2:21][N:22]([CH2:27][CH2:28][CH2:29][CH2:30][C:31]2[NH:35][C:34]3[CH:36]=[CH:37][C:38]([C:40]([CH3:43])([CH3:42])[CH3:41])=[CH:39][C:33]=3[N:32]=2)[S:23]([CH3:26])(=[O:25])=[O:24])[O:12]1. Product: [NH2:1][C:2]1[N:10]=[CH:9][N:8]=[C:7]2[C:3]=1[N:4]=[CH:5][N:6]2[C@@H:11]1[O:12][C@H:13]([CH2:21][N:22]([CH2:27][CH2:28][CH2:29][CH2:30][C:31]2[NH:35][C:34]3[CH:36]=[CH:37][C:38]([C:40]([CH3:41])([CH3:42])[CH3:43])=[CH:39][C:33]=3[N:32]=2)[S:23]([CH3:26])(=[O:25])=[O:24])[C@@H:14]([OH:18])[C@H:15]1[OH:16]. The catalyst class is: 209.